Dataset: Peptide-MHC class I binding affinity with 185,985 pairs from IEDB/IMGT. Task: Regression. Given a peptide amino acid sequence and an MHC pseudo amino acid sequence, predict their binding affinity value. This is MHC class I binding data. (1) The peptide sequence is CVFAYVGCY. The MHC is HLA-A33:01 with pseudo-sequence HLA-A33:01. The binding affinity (normalized) is 0.0820. (2) The peptide sequence is LLLLSVGVGI. The MHC is HLA-A68:02 with pseudo-sequence HLA-A68:02. The binding affinity (normalized) is 0. (3) The peptide sequence is IGLTSRATW. The MHC is HLA-B57:01 with pseudo-sequence HLA-B57:01. The binding affinity (normalized) is 0.822. (4) The peptide sequence is DWMERIEDF. The MHC is HLA-A02:19 with pseudo-sequence HLA-A02:19. The binding affinity (normalized) is 0.0847. (5) The peptide sequence is SAKTKISVEK. The MHC is Patr-A0101 with pseudo-sequence Patr-A0101. The binding affinity (normalized) is 0.205. (6) The peptide sequence is RPWMLDKYF. The MHC is HLA-A03:01 with pseudo-sequence HLA-A03:01. The binding affinity (normalized) is 0.0847. (7) The peptide sequence is EWAENCYNL. The MHC is HLA-B27:03 with pseudo-sequence HLA-B27:03. The binding affinity (normalized) is 0.0847.